Dataset: Catalyst prediction with 721,799 reactions and 888 catalyst types from USPTO. Task: Predict which catalyst facilitates the given reaction. (1) Reactant: C(O[CH2:9][C:10]1[C:11](=[O:25])[NH:12][C:13](=[O:24])[N:14]([CH:23]=1)[C@@H:15]1[O:22][C@H:19]([CH2:20][OH:21])[C@@H:17]([OH:18])[CH2:16]1)C1C=CC=CC=1. Product: [C@@H:15]1([N:14]2[CH:23]=[C:10]([CH3:9])[C:11](=[O:25])[NH:12][C:13]2=[O:24])[O:22][C@H:19]([CH2:20][OH:21])[C@@H:17]([OH:18])[CH2:16]1. The catalyst class is: 63. (2) Reactant: [Cl:1][C:2]1[C:6]2[CH:7]=[CH:8][C:9]([F:11])=[CH:10][C:5]=2[S:4][C:3]=1[C:12]([OH:14])=O.CN(C(ON1N=[N:30][C:25]2[CH:26]=[CH:27][CH:28]=[N:29][C:24]1=2)=[N+](C)C)C.F[P-](F)(F)(F)(F)F.[CH:39](N(CC)C(C)C)(C)[CH3:40]. Product: [ClH:1].[N:29]12[CH2:28][CH2:27][CH:26]([CH2:39][CH2:40]1)[C@@H:25]([NH:30][C:12]([C:3]1[S:4][C:5]3[CH:10]=[C:9]([F:11])[CH:8]=[CH:7][C:6]=3[C:2]=1[Cl:1])=[O:14])[CH2:24]2. The catalyst class is: 3. (3) Reactant: [OH-].[Na+].[CH2:3]([NH:10][C:11](=[O:34])[N:12]([C:14]1[CH:15]=[C:16]([C:20]2[CH:25]=[CH:24][C:23](/[CH:26]=[C:27](\[CH3:33])/[C:28]([O:30]CC)=[O:29])=[CH:22][CH:21]=2)[CH:17]=[CH:18][CH:19]=1)[CH3:13])[CH2:4][CH2:5][CH2:6][CH2:7][CH2:8][CH3:9].O1CCCC1.CO.O. Product: [CH2:3]([NH:10][C:11](=[O:34])[N:12]([C:14]1[CH:15]=[C:16]([C:20]2[CH:25]=[CH:24][C:23](/[CH:26]=[C:27](\[CH3:33])/[C:28]([OH:30])=[O:29])=[CH:22][CH:21]=2)[CH:17]=[CH:18][CH:19]=1)[CH3:13])[CH2:4][CH2:5][CH2:6][CH2:7][CH2:8][CH3:9]. The catalyst class is: 15. (4) Reactant: [CH2:1]([C:3]1[CH:11]=[CH:10][C:6]([C:7]([OH:9])=[O:8])=[CH:5][CH:4]=1)[CH3:2].[N+:12]([O-])([OH:14])=[O:13]. Product: [CH2:1]([C:3]1[CH:11]=[CH:10][C:6]([C:7]([OH:9])=[O:8])=[CH:5][C:4]=1[N+:12]([O-:14])=[O:13])[CH3:2]. The catalyst class is: 65.